This data is from TCR-epitope binding with 47,182 pairs between 192 epitopes and 23,139 TCRs. The task is: Binary Classification. Given a T-cell receptor sequence (or CDR3 region) and an epitope sequence, predict whether binding occurs between them. (1) The epitope is FPPTSFGPL. The TCR CDR3 sequence is CASSLTGGSSPLHF. Result: 0 (the TCR does not bind to the epitope). (2) The epitope is TPINLVRDL. The TCR CDR3 sequence is CASSQDLPASDGYTF. Result: 0 (the TCR does not bind to the epitope). (3) The epitope is GLIYNRMGAVTTEV. The TCR CDR3 sequence is CASSQTGYNEQFF. Result: 0 (the TCR does not bind to the epitope). (4) The epitope is VSFIEFVGW. The TCR CDR3 sequence is CASSSGLAGMLADTQYF. Result: 0 (the TCR does not bind to the epitope). (5) The epitope is KRWIILGLNK. The TCR CDR3 sequence is CASSLEGGAALWDTQYF. Result: 1 (the TCR binds to the epitope). (6) The epitope is SFHSLHLLF. The TCR CDR3 sequence is CASSSSTSGNTGELFF. Result: 1 (the TCR binds to the epitope). (7) The epitope is LPPAYTNSF. The TCR CDR3 sequence is CASSYDRGDYEQYF. Result: 0 (the TCR does not bind to the epitope). (8) The epitope is YYRRATRRIR. The TCR CDR3 sequence is CASSSQGGNYGYTF. Result: 0 (the TCR does not bind to the epitope).